This data is from Full USPTO retrosynthesis dataset with 1.9M reactions from patents (1976-2016). The task is: Predict the reactants needed to synthesize the given product. (1) Given the product [C:27]([O:26][C:24](=[O:25])[NH:16][CH2:15][C@@H:13]1[CH2:14][C@H:12]1[C:3]1[C:4]2[C:8]([CH:9]=[CH:10][C:2]=1[F:1])=[N:7][N:6]([CH3:11])[CH:5]=2)([CH3:30])([CH3:29])[CH3:28], predict the reactants needed to synthesize it. The reactants are: [F:1][C:2]1[CH:10]=[CH:9][C:8]2[C:4](=[CH:5][N:6]([CH3:11])[N:7]=2)[C:3]=1[C@@H:12]1[CH2:14][C@H:13]1[CH2:15][NH2:16].C(N(CC)CC)C.[C:24](O[C:24]([O:26][C:27]([CH3:30])([CH3:29])[CH3:28])=[O:25])([O:26][C:27]([CH3:30])([CH3:29])[CH3:28])=[O:25]. (2) Given the product [O:1]1[C:5]2[CH:6]=[CH:7][C:8](/[C:10](=[CH:21]\[CH:22]=[CH:23]/[C:19]([O:18][CH3:17])=[O:20])/[C:11]([O:13][CH3:14])=[O:12])=[CH:9][C:4]=2[O:3][CH2:2]1, predict the reactants needed to synthesize it. The reactants are: [O:1]1[C:5]2[CH:6]=[CH:7][C:8]([C:10](=[N+]=[N-])[C:11]([O:13][CH3:14])=[O:12])=[CH:9][C:4]=2[O:3][CH2:2]1.[CH3:17][O:18][C:19]1[O:20][CH:21]=[CH:22][CH:23]=1. (3) Given the product [Cl:1][C:2]1[CH:3]=[C:4]([CH:20]=[CH:21][C:22]=1[C:23]([N:25]1[CH2:29][CH2:28][CH2:27][C@@H:26]1[CH2:30][C:31]([OH:33])=[O:32])=[O:24])[C:5]([NH:7][C@H:8]([C:10]1[NH:14][C:13]2[CH:15]=[CH:16][C:17]([Cl:19])=[CH:18][C:12]=2[N:11]=1)[CH3:9])=[O:6], predict the reactants needed to synthesize it. The reactants are: [Cl:1][C:2]1[CH:3]=[C:4]([CH:20]=[CH:21][C:22]=1[C:23]([N:25]1[CH2:29][CH2:28][CH2:27][C@@H:26]1[CH2:30][C:31]([O:33]CC)=[O:32])=[O:24])[C:5]([NH:7][C@H:8]([C:10]1[NH:14][C:13]2[CH:15]=[CH:16][C:17]([Cl:19])=[CH:18][C:12]=2[N:11]=1)[CH3:9])=[O:6].[OH-].[Li+].CO.ClCl. (4) Given the product [N:27]([CH2:6][CH2:7][NH:8][C:9]1[C:13]([C:14]2[N:18]([CH2:19][C:20]3[O:21][CH:22]=[C:23]([Br:25])[CH:24]=3)[C:17](=[O:26])[O:16][N:15]=2)=[N:12][O:11][N:10]=1)=[N+:28]=[N-:29], predict the reactants needed to synthesize it. The reactants are: CS(O[CH2:6][CH2:7][NH:8][C:9]1[C:13]([C:14]2[N:18]([CH2:19][C:20]3[O:21][CH:22]=[C:23]([Br:25])[CH:24]=3)[C:17](=[O:26])[O:16][N:15]=2)=[N:12][O:11][N:10]=1)(=O)=O.[N-:27]=[N+:28]=[N-:29].[Na+].O.